Dataset: Peptide-MHC class II binding affinity with 134,281 pairs from IEDB. Task: Regression. Given a peptide amino acid sequence and an MHC pseudo amino acid sequence, predict their binding affinity value. This is MHC class II binding data. (1) The peptide sequence is NRRLRTAVLAPTRVVAA. The MHC is DRB1_0101 with pseudo-sequence DRB1_0101. The binding affinity (normalized) is 0.607. (2) The peptide sequence is AGELELQFRRVKSKYPEGTK. The MHC is HLA-DPA10301-DPB10402 with pseudo-sequence HLA-DPA10301-DPB10402. The binding affinity (normalized) is 0.444. (3) The MHC is DRB1_0101 with pseudo-sequence DRB1_0101. The binding affinity (normalized) is 0.650. The peptide sequence is NDIVEALRHKWLNPS.